From a dataset of Reaction yield outcomes from USPTO patents with 853,638 reactions. Predict the reaction yield, written as a fraction of the theoretical maximum amount of product (1.0 means a 100% yield; for example, 0.34 means a 34% yield). No catalyst specified. The reactants are C[O:2][C:3]([C:5]1[N:6]([CH3:10])[N:7]=[CH:8][CH:9]=1)=O.[OH-].[NH4+:12]. The yield is 0.820. The product is [CH3:10][N:6]1[C:5]([C:3]([NH2:12])=[O:2])=[CH:9][CH:8]=[N:7]1.